Predict the reactants needed to synthesize the given product. From a dataset of Full USPTO retrosynthesis dataset with 1.9M reactions from patents (1976-2016). Given the product [C:1]([Si:5]([CH3:24])([CH3:23])[O:6][C:7]1[CH:8]=[C:9]([C:14]2[O:15][C:16]3[CH:22]=[CH:21][CH:20]=[CH:19][C:17]=3[N:18]=2)[CH:10]=[CH:11][C:12]=1[CH2:13][Br:32])([CH3:2])([CH3:4])[CH3:3], predict the reactants needed to synthesize it. The reactants are: [C:1]([Si:5]([CH3:24])([CH3:23])[O:6][C:7]1[CH:8]=[C:9]([C:14]2[O:15][C:16]3[CH:22]=[CH:21][CH:20]=[CH:19][C:17]=3[N:18]=2)[CH:10]=[CH:11][C:12]=1[CH3:13])([CH3:4])([CH3:3])[CH3:2].C1C(=O)N([Br:32])C(=O)C1.C(OOC(=O)C1C=CC=CC=1)(=O)C1C=CC=CC=1.